The task is: Predict which catalyst facilitates the given reaction.. This data is from Catalyst prediction with 721,799 reactions and 888 catalyst types from USPTO. (1) Reactant: CCN(C(C)C)C(C)C.[C:10]([OH:15])(=O)[C@H:11]([CH3:13])[OH:12].Cl.[Cl:17][C:18]1[C:19]([F:49])=[C:20]([NH:24][C:25]2[C:34]3[C:29](=[CH:30][C:31]([O:47][CH3:48])=[C:32]([CH2:35][N:36]([CH3:46])[C:37]4([C:43]([NH2:45])=[O:44])[CH2:42][CH2:41][NH:40][CH2:39][CH2:38]4)[CH:33]=3)[N:28]=[CH:27][N:26]=2)[CH:21]=[CH:22][CH:23]=1. Product: [Cl:17][C:18]1[C:19]([F:49])=[C:20]([NH:24][C:25]2[C:34]3[C:29](=[CH:30][C:31]([O:47][CH3:48])=[C:32]([CH2:35][N:36]([CH3:46])[C:37]4([C:43]([NH2:45])=[O:44])[CH2:42][CH2:41][N:40]([C:10](=[O:15])[C@@H:11]([OH:12])[CH3:13])[CH2:39][CH2:38]4)[CH:33]=3)[N:28]=[CH:27][N:26]=2)[CH:21]=[CH:22][CH:23]=1. The catalyst class is: 9. (2) Reactant: Br[C:2]1[CH:7]=[C:6]([C:8]([F:11])([F:10])[F:9])[CH:5]=[CH:4][C:3]=1[N:12]1[CH2:17][CH2:16][O:15][C:14]2[CH:18]=[C:19]([S:22]([NH:25][C:26]3[S:30][N:29]=[CH:28][N:27]=3)(=[O:24])=[O:23])[CH:20]=[CH:21][C:13]1=2.[N:31]1[CH:36]=[C:35](B(O)O)[CH:34]=[N:33][CH:32]=1.C([O-])([O-])=O.[K+].[K+]. Product: [N:31]1[CH:36]=[C:35]([C:2]2[CH:7]=[C:6]([C:8]([F:11])([F:10])[F:9])[CH:5]=[CH:4][C:3]=2[N:12]2[CH2:17][CH2:16][O:15][C:14]3[CH:18]=[C:19]([S:22]([NH:25][C:26]4[S:30][N:29]=[CH:28][N:27]=4)(=[O:24])=[O:23])[CH:20]=[CH:21][C:13]2=3)[CH:34]=[N:33][CH:32]=1. The catalyst class is: 70. (3) Reactant: [CH3:1][NH:2][CH3:3].C[O-].[Na+].[C:7]([O:14]CC)(=O)[C:8]([O:10][CH2:11][CH3:12])=[O:9].P(=O)(O)(O)O. Product: [CH3:1][N:2]([CH3:3])[C:7](=[O:14])[C:8]([O:10][CH2:11][CH3:12])=[O:9]. The catalyst class is: 5. (4) Product: [C:1]([O:5][C:6]([N:8]1[CH2:12][CH2:11][CH2:10][CH:9]1[CH2:13][O:14][C:15]1[CH:20]=[CH:19][C:18]([O:21][CH2:30][C:29]#[CH:28])=[CH:17][CH:16]=1)=[O:7])([CH3:4])([CH3:2])[CH3:3]. Reactant: [C:1]([O:5][C:6]([N:8]1[CH2:12][CH2:11][CH2:10][CH:9]1[CH2:13][O:14][C:15]1[CH:20]=[CH:19][C:18]([OH:21])=[CH:17][CH:16]=1)=[O:7])([CH3:4])([CH3:3])[CH3:2].C([O-])([O-])=O.[K+].[K+].[CH2:28](Br)[C:29]#[CH:30]. The catalyst class is: 3. (5) Reactant: [OH:1][C:2]1[C:11]([CH3:12])=[C:10]([CH3:13])[C:9]([CH2:14][C:15]2[CH:20]=[CH:19][C:18]([O:21][CH3:22])=[CH:17][CH:16]=2)=[CH:8][C:3]=1[C:4]([O:6][CH3:7])=[O:5].[H-].[Na+].C1C=CC(N([S:32]([C:35]([F:38])([F:37])[F:36])(=[O:34])=[O:33])[S:32]([C:35]([F:38])([F:37])[F:36])(=[O:34])=[O:33])=CC=1.Cl. Product: [CH3:22][O:21][C:18]1[CH:17]=[CH:16][C:15]([CH2:14][C:9]2[C:10]([CH3:13])=[C:11]([CH3:12])[C:2]([O:1][S:32]([C:35]([F:38])([F:37])[F:36])(=[O:34])=[O:33])=[C:3]([CH:8]=2)[C:4]([O:6][CH3:7])=[O:5])=[CH:20][CH:19]=1. The catalyst class is: 3. (6) The catalyst class is: 20. Reactant: C[O:2][C:3]([C:5]1([C:13]2[CH:18]=[CH:17][C:16]([O:19][CH3:20])=[C:15]([F:21])[CH:14]=2)[N:9]2[CH:10]=[N:11][CH:12]=[C:8]2[CH2:7][CH2:6]1)=[O:4].[Li+].[OH-].Cl. Product: [F:21][C:15]1[CH:14]=[C:13]([C:5]2([C:3]([OH:4])=[O:2])[N:9]3[CH:10]=[N:11][CH:12]=[C:8]3[CH2:7][CH2:6]2)[CH:18]=[CH:17][C:16]=1[O:19][CH3:20]. (7) Reactant: [Na+].[P:2]([O:10][CH2:11][C@H:12]1[O:16][C@@H:15]([N:17]2[C:26]3[N:25]=[CH:24][N:23]=[C:21]([NH2:22])[C:20]=3[N:19]=[CH:18]2)[C@H:14]([OH:27])[C@@H:13]1[OH:28])([O:5][P:6]([O-:9])([O-:8])=[O:7])(=[O:4])[O-:3].[Na+].[Na+].N1C=CC=CC=1.[CH3:37][Si:38](Cl)([CH3:40])[CH3:39]. The catalyst class is: 4. Product: [P:2]([O:10][CH2:11][C@H:12]1[O:16][C@@:15]([Si:38]([CH3:40])([CH3:39])[CH3:37])([N:17]2[C:26]3[N:25]=[CH:24][N:23]=[C:21]([NH2:22])[C:20]=3[N:19]=[CH:18]2)[C@H:14]([OH:27])[C@@H:13]1[OH:28])([O:5][P:6]([OH:8])([OH:9])=[O:7])(=[O:3])[OH:4]. (8) Reactant: [Cl:1][C:2]1[N:7]=[CH:6][C:5]([Cl:8])=[C:4](Cl)[N:3]=1.[CH2:10]([N:12]1[CH2:18][CH2:17][C:16]2[CH:19]=[C:20]([NH2:23])[CH:21]=[CH:22][C:15]=2[CH2:14][CH2:13]1)[CH3:11].C(N(CC)C(C)C)(C)C. Product: [Cl:1][C:2]1[N:3]=[C:4]([NH:23][C:20]2[CH:21]=[CH:22][C:15]3[CH2:14][CH2:13][N:12]([CH2:10][CH3:11])[CH2:18][CH2:17][C:16]=3[CH:19]=2)[C:5]([Cl:8])=[CH:6][N:7]=1. The catalyst class is: 32.